From a dataset of Reaction yield outcomes from USPTO patents with 853,638 reactions. Predict the reaction yield, written as a fraction of the theoretical maximum amount of product (1.0 means a 100% yield; for example, 0.34 means a 34% yield). (1) The reactants are [CH2:1]=[C:2]1[CH2:5][N:4]([C:6]([O:8][CH2:9][C:10]2[CH:15]=[CH:14][CH:13]=[CH:12][CH:11]=2)=[O:7])[CH2:3]1.ClC1C=C(C=CC=1)C(OO)=[O:21]. The catalyst is C(Cl)(Cl)Cl. The product is [O:21]1[C:2]2([CH2:5][N:4]([C:6]([O:8][CH2:9][C:10]3[CH:15]=[CH:14][CH:13]=[CH:12][CH:11]=3)=[O:7])[CH2:3]2)[CH2:1]1. The yield is 0.830. (2) The reactants are [CH:1]1([N:6]2[C:15]3[N:14]=[C:13]([NH:16][C:17]4[CH:26]=[CH:25][C:20]([C:21]([O:23]C)=[O:22])=[CH:19][C:18]=4[O:27][CH3:28])[N:12]=[CH:11][C:10]=3[N:9]([CH2:29][CH3:30])[CH2:8][C@H:7]2[CH2:31][CH3:32])[CH2:5][CH2:4][CH2:3][CH2:2]1.Cl. The catalyst is O. The product is [CH:1]1([N:6]2[C:15]3[N:14]=[C:13]([NH:16][C:17]4[CH:26]=[CH:25][C:20]([C:21]([OH:23])=[O:22])=[CH:19][C:18]=4[O:27][CH3:28])[N:12]=[CH:11][C:10]=3[N:9]([CH2:29][CH3:30])[CH2:8][C@H:7]2[CH2:31][CH3:32])[CH2:2][CH2:3][CH2:4][CH2:5]1. The yield is 0.440. (3) The reactants are [NH2:1][C:2]1[CH:7]=[C:6]([CH:8]=[C:9]2[C:15]3[CH:16]=[CH:17][CH:18]=[CH:19][C:14]=3[CH2:13][CH2:12][C:11]3[CH:20]=[CH:21][CH:22]=[CH:23][C:10]2=3)[CH:5]=[CH:4][C:3]=1[OH:24].[CH2:25](OC(OCC)OCC)C. No catalyst specified. The product is [CH:19]1[C:14]2[CH2:13][CH2:12][C:11]3[CH:20]=[CH:21][CH:22]=[CH:23][C:10]=3[C:9](=[CH:8][C:6]3[CH:5]=[CH:4][C:3]4[O:24][CH:25]=[N:1][C:2]=4[CH:7]=3)[C:15]=2[CH:16]=[CH:17][CH:18]=1. The yield is 0.840. (4) The product is [Cl:1][C:2]1[C:3]([NH:9][C:10]2[O:31][C@:23]3([CH2:22][N:21]=2)[CH:28]2[CH2:29][CH2:30][N:25]([CH2:26][CH2:27]2)[CH2:24]3)=[N:4][CH:5]=[C:6]([Cl:8])[CH:7]=1. The reactants are [Cl:1][C:2]1[C:3]([N:9]=[C:10]=S)=[N:4][CH:5]=[C:6]([Cl:8])[CH:7]=1.CCN(CC)CC.Cl.Cl.[NH2:21][CH2:22][C@@:23]1([OH:31])[CH:28]2[CH2:29][CH2:30][N:25]([CH2:26][CH2:27]2)[CH2:24]1.C(N=C=NC(C)C)(C)C. The catalyst is CN(C)C=O. The yield is 0.440. (5) The reactants are N1C=CN=C1.[OH:6][C:7]1[C:21]([CH3:22])=[CH:20][C:10]([CH2:11][P:12](=[O:19])([O:16][CH2:17][CH3:18])[O:13][CH2:14][CH3:15])=[CH:9][C:8]=1[O:23][CH3:24].[Si:25](Cl)([C:28]([CH3:31])([CH3:30])[CH3:29])([CH3:27])[CH3:26].[OH-].[NH4+]. The catalyst is CN(C=O)C.O. The product is [Si:25]([O:6][C:7]1[C:21]([CH3:22])=[CH:20][C:10]([CH2:11][P:12](=[O:19])([O:16][CH2:17][CH3:18])[O:13][CH2:14][CH3:15])=[CH:9][C:8]=1[O:23][CH3:24])([C:28]([CH3:31])([CH3:30])[CH3:29])([CH3:27])[CH3:26]. The yield is 1.00. (6) The reactants are [CH2:1]1[C:10]2[C:5](=[CH:6][CH:7]=[CH:8][CH:9]=2)[CH2:4][CH2:3][N:2]1[CH2:11][CH:12]([OH:31])[CH2:13][NH:14][C:15]([C:17]1[CH:18]=[C:19]([NH:23]C(=O)OC(C)(C)C)[CH:20]=[CH:21][CH:22]=1)=[O:16].C(O)(C(F)(F)F)=O. The catalyst is C(Cl)Cl. The product is [NH2:23][C:19]1[CH:18]=[C:17]([CH:22]=[CH:21][CH:20]=1)[C:15]([NH:14][CH2:13][CH:12]([OH:31])[CH2:11][N:2]1[CH2:3][CH2:4][C:5]2[C:10](=[CH:9][CH:8]=[CH:7][CH:6]=2)[CH2:1]1)=[O:16]. The yield is 0.940.